From a dataset of Catalyst prediction with 721,799 reactions and 888 catalyst types from USPTO. Predict which catalyst facilitates the given reaction. (1) Reactant: [Cl:1][C:2]1[CH:7]=[CH:6][C:5]([C:8]2[N:12]([CH:13]([CH:17]3[CH2:22][CH2:21][CH2:20][CH2:19][CH2:18]3)[C:14]([OH:16])=[O:15])[C:11]3[CH:23]=[C:24]([F:28])[C:25]([F:27])=[CH:26][C:10]=3[N:9]=2)=[CH:4][CH:3]=1.[H-].[Na+].[CH3:31]I.Cl. Product: [CH3:31][O:15][C:14](=[O:16])[CH:13]([N:12]1[C:11]2[CH:23]=[C:24]([F:28])[C:25]([F:27])=[CH:26][C:10]=2[N:9]=[C:8]1[C:5]1[CH:6]=[CH:7][C:2]([Cl:1])=[CH:3][CH:4]=1)[CH:17]1[CH2:18][CH2:19][CH2:20][CH2:21][CH2:22]1. The catalyst class is: 42. (2) Reactant: [C:1](Cl)(=[O:3])[CH3:2].C(OC(=O)C)(=O)C.[C:12]([O:16][C:17]([NH:19][C:20]1[CH:21]=[C:22]2[C:27](=[CH:28][CH:29]=1)[NH:26][C:25]([CH3:31])([CH3:30])[CH:24]=[C:23]2[CH3:32])=[O:18])([CH3:15])([CH3:14])[CH3:13]. Product: [C:1]([N:26]1[C:27]2[C:22](=[CH:21][C:20]([NH:19][C:17]([O:16][C:12]([CH3:15])([CH3:14])[CH3:13])=[O:18])=[CH:29][CH:28]=2)[C:23]([CH3:32])=[CH:24][C:25]1([CH3:31])[CH3:30])(=[O:3])[CH3:2]. The catalyst class is: 529. (3) Reactant: C(Cl)(=O)C(Cl)=O.CS(C)=O.[C:11]([O:15][C:16]([N:18]1[CH2:23][CH2:22][N:21]([C:24]([O:26][C:27]([CH3:30])([CH3:29])[CH3:28])=[O:25])[CH2:20][C@@H:19]1[CH2:31][CH:32]([OH:34])[CH3:33])=[O:17])([CH3:14])([CH3:13])[CH3:12].C(N(CC)CC)C. Product: [C:11]([O:15][C:16]([N:18]1[CH2:23][CH2:22][N:21]([C:24]([O:26][C:27]([CH3:30])([CH3:29])[CH3:28])=[O:25])[CH2:20][C@@H:19]1[CH2:31][C:32](=[O:34])[CH3:33])=[O:17])([CH3:14])([CH3:13])[CH3:12]. The catalyst class is: 503.